Dataset: Forward reaction prediction with 1.9M reactions from USPTO patents (1976-2016). Task: Predict the product of the given reaction. (1) Given the reactants [NH2:1][CH:2]1[CH2:7][CH2:6][N:5]([C:8](=[O:10])[CH3:9])[CH2:4][CH2:3]1.[C:11]([O:15][C:16]([N:18]1[CH2:23][CH2:22][CH2:21][C:20](=O)[CH:19]1[CH2:25][C:26]1[CH:31]=[CH:30][CH:29]=[CH:28][CH:27]=1)=[O:17])([CH3:14])([CH3:13])[CH3:12].O.C(O[BH-](OC(=O)C)OC(=O)C)(=O)C.[Na+], predict the reaction product. The product is: [C:11]([O:15][C:16]([N:18]1[CH2:23][CH2:22][CH2:21][CH:20]([NH:1][CH:2]2[CH2:7][CH2:6][N:5]([C:8](=[O:10])[CH3:9])[CH2:4][CH2:3]2)[CH:19]1[CH2:25][C:26]1[CH:27]=[CH:28][CH:29]=[CH:30][CH:31]=1)=[O:17])([CH3:14])([CH3:12])[CH3:13]. (2) Given the reactants [H-].[Na+].[CH2:3]([OH:6])[CH2:4][OH:5].Cl[C:8]1[N:13]=[C:12]([C:14]2[CH:19]=[CH:18][N:17]=[CH:16][CH:15]=2)[N:11]=[C:10]([NH:20][S:21](=[O:33])(=[O:32])[NH:22][C:23]2[CH:28]=[CH:27][C:26]([CH:29]([CH3:31])[CH3:30])=[CH:25][CH:24]=2)[C:9]=1[O:34][C:35]1[CH:40]=[CH:39][CH:38]=[CH:37][C:36]=1[O:41][CH3:42], predict the reaction product. The product is: [OH:5][CH2:4][CH2:3][O:6][C:8]1[N:13]=[C:12]([C:14]2[CH:15]=[CH:16][N:17]=[CH:18][CH:19]=2)[N:11]=[C:10]([NH:20][S:21](=[O:32])(=[O:33])[NH:22][C:23]2[CH:28]=[CH:27][C:26]([CH:29]([CH3:31])[CH3:30])=[CH:25][CH:24]=2)[C:9]=1[O:34][C:35]1[CH:40]=[CH:39][CH:38]=[CH:37][C:36]=1[O:41][CH3:42]. (3) Given the reactants C1C=C(Cl)C=C(C(OO)=[O:9])C=1.[N:12]1([C:18]([O:20][CH2:21][C:22]2[CH:31]=[CH:30][C:29]3[C:24](=[CH:25][CH:26]=[CH:27][CH:28]=3)[CH:23]=2)=[O:19])[CH2:17][CH2:16][CH:15]=[CH:14][CH2:13]1, predict the reaction product. The product is: [CH:14]12[O:9][CH:15]1[CH2:16][CH2:17][N:12]([C:18]([O:20][CH2:21][C:22]1[CH:31]=[CH:30][C:29]3[C:24](=[CH:25][CH:26]=[CH:27][CH:28]=3)[CH:23]=1)=[O:19])[CH2:13]2. (4) Given the reactants [CH2:1](Br)[C:2]1[CH:7]=[CH:6][CH:5]=[CH:4][CH:3]=1.[NH:9]1[CH:13]2[CH2:14][N:15]([CH2:18][CH2:19][NH2:20])[CH2:16][CH2:17][N:12]2[CH2:11][CH2:10]1.C(=O)([O-])[O-].[K+].[K+].[BH4-].[Na+], predict the reaction product. The product is: [CH2:1]([N:20]([CH2:1][C:2]1[CH:7]=[CH:6][CH:5]=[CH:4][CH:3]=1)[CH2:19][CH2:18][N:15]1[CH2:16][CH2:17][N:12]([CH2:1][C:2]2[CH:7]=[CH:6][CH:5]=[CH:4][CH:3]=2)[CH2:11][CH2:10][N:9]([CH2:1][C:2]2[CH:7]=[CH:6][CH:5]=[CH:4][CH:3]=2)[CH2:13][CH2:14]1)[C:2]1[CH:7]=[CH:6][CH:5]=[CH:4][CH:3]=1.